This data is from Experimentally validated miRNA-target interactions with 360,000+ pairs, plus equal number of negative samples. The task is: Binary Classification. Given a miRNA mature sequence and a target amino acid sequence, predict their likelihood of interaction. (1) The miRNA is hsa-miR-5188 with sequence AAUCGGACCCAUUUAAACCGGAG. The protein sequence of the target gene is MAAGKFASLPRNMPVNHQFPLASSMDLLSSRSPLAEHRPDAYQDVSIHGTLPRKKKGPPPIRSCDDFSHMGTLPHSKSPRQNSPVTQDGIQESPWQDRHGETFTFRDPHLLDPTVEYVKFSKERHIMDRTPEKLKKELEEELLLSSEDLRSHAWYHGRIPRQVSENLVQRDGDFLVRDSLSSPGNFVLTCQWKNLAQHFKINRTVLRLSEAYSRVQYQFEMESFDSIPGLVRCYVGNRRPISQQSGAIIFQPINRTVPLRCLEEHYGTSPGQAREGSLTKGRPDVAKRLSLTMGGVQARE.... Result: 0 (no interaction). (2) The miRNA is hsa-miR-1296-5p with sequence UUAGGGCCCUGGCUCCAUCUCC. The protein sequence of the target gene is MPGEQQAEEEEEEEMQEEMVLLVKGEEDEGEEKYEVVKLKIPMDNKEVPGEAPAPSADPARPHACPDCGRAFARRSTLAKHARTHTGERPFGCTECGRRFSQKSALTKHGRTHTGERPYECPECDKRFSAASNLRQHRRRHTGEKPYACAHCGRRFAQSSNYAQHLRVHTGEKPYACPDCGRAFGGSSCLARHRRTHTGERPYACADCGTRFAQSSALAKHRRVHTGEKPHRCAVCGRRFGHRSNLAEHARTHTGERPYPCAECGRRFRLSSHFIRHRRAHMRRRLYICAGCGRDFKLPP.... Result: 0 (no interaction). (3) The miRNA is mmu-miR-195a-5p with sequence UAGCAGCACAGAAAUAUUGGC. The protein sequence of the target gene is MTMSKEAVTFKDVAVVFTEEELGLLDLAQRKLYRDVMLENFRNLLSVGHQPFHRDTFHFLREEKFWMMDIATQREGNSGGKIQPEMKTFPEAGPHEGWSCQQIWEEIASDLTRPQDSTIKSSQFFEQGDAHSQVEEGLSIMHTGQKPSNCGKCKQSFSDMSIFDLPQQIRSAEKSHSCDECGKSFCYISALHIHQRVHLGEKLFKCDVCGKEFSQSLHLQTHQRVHTGEKPFKCEQCGRGFRCRSALTVHCKLHMGEKHYNCEACGRAFIHDFQLQKHQRIHTGEKPFKCEICSVSFRLR.... Result: 0 (no interaction). (4) The miRNA is hsa-miR-3122 with sequence GUUGGGACAAGAGGACGGUCUU. Result: 1 (interaction). The protein sequence of the target gene is MEKILQMAEGIDIGEMPSYDLVLSKPSKGQKRHLSTCDGQNPPKKQAGSKFHARPRFEPVHFVASSSKDERQEDPYGPQTKEVNEQTHFASMPRDIYQDYTQDSFSIQDGNSQYCDSSGFILTKDQPVTANMYFDSGNPAPSTTSQQANSQSTPEPSPSQTFPESVVAEKQYFIEKLTATIWKNLSNPEMTSGSDKINYTYMLTRCIQACKTNPEYIYAPLKEIPPADIPKNKKLLTDGYACEVRCQNIYLTTGYAGSKNGSRDRATELAVKLLQKRIEVRVVRRKFKHTFGEDLVVCQI.... (5) The miRNA is hsa-miR-4301 with sequence UCCCACUACUUCACUUGUGA. The protein sequence of the target gene is MSERRRSAVALSSRAHAFSVEALIGSNKKRKLRDWEEKGLDLSMEALSPAGPLGDTEDAAAHGLEPHPDSEQSTGSDSEVLTERTSCSFSTHTDLASGAAGPVPAAMSSMEEIQVELQCADLWKRFHDIGTEMIITKAGRRMFPAMRVKITGLDPHQQYYIAMDIVPVDNKRYRYVYHSSKWMVAGNADSPVPPRVYIHPDSLASGDTWMRQVVSFDKLKLTNNELDDQGHIILHSMHKYQPRVHVIRKDFSSDLSPTKPVPVGDGVKTFNFPETVFTTVTAYQNQQITRLKIDRNPFAK.... Result: 1 (interaction).